Task: Predict the reactants needed to synthesize the given product.. Dataset: Full USPTO retrosynthesis dataset with 1.9M reactions from patents (1976-2016) Given the product [C:23]([O:15][C@H:11]1[CH2:12][CH2:13][CH2:14][C@H:10]1[CH2:9][C@H:8]([C@@H:5]1[CH2:6][CH2:7][C:2]([CH3:1])=[CH:3][CH2:4]1)[CH3:16])(=[O:25])[CH3:24], predict the reactants needed to synthesize it. The reactants are: [CH3:1][C:2]1[CH2:7][CH2:6][C@@H:5]([C@H:8]([CH3:16])[CH2:9][C@@H:10]2[CH2:14][CH2:13][CH2:12][C@@H:11]2[OH:15])[CH2:4][CH:3]=1.N1C=CC=CC=1.[C:23](OC(=O)C)(=[O:25])[CH3:24].